Dataset: Forward reaction prediction with 1.9M reactions from USPTO patents (1976-2016). Task: Predict the product of the given reaction. (1) Given the reactants [Cl:1][C:2]1[CH:3]=[N:4][C:5]2[C:10]([C:11]=1[CH2:12][CH2:13][CH2:14][C:15]1([C:21]([O:23][CH2:24][CH3:25])=[O:22])[CH2:20][CH2:19][NH:18][CH2:17][CH2:16]1)=[CH:9][C:8]([O:26][CH3:27])=[CH:7][CH:6]=2.C(=O)([O-])[O-].[K+].[K+].I[CH2:35][CH2:36][OH:37], predict the reaction product. The product is: [Cl:1][C:2]1[CH:3]=[N:4][C:5]2[C:10]([C:11]=1[CH2:12][CH2:13][CH2:14][C:15]1([C:21]([O:23][CH2:24][CH3:25])=[O:22])[CH2:20][CH2:19][N:18]([CH2:35][CH2:36][OH:37])[CH2:17][CH2:16]1)=[CH:9][C:8]([O:26][CH3:27])=[CH:7][CH:6]=2. (2) Given the reactants Br[CH2:2][C:3]1[O:4][C:5]([C:12]2[CH:17]=[CH:16][C:15]([C:18]([F:21])([F:20])[F:19])=[CH:14][CH:13]=2)=[CH:6][C:7]=1[C:8]([O:10]C)=O.[CH3:22][NH:23][CH:24]([CH3:26])[CH3:25], predict the reaction product. The product is: [CH:24]([N:23]([CH2:2][C:3]1[O:4][C:5]([C:12]2[CH:17]=[CH:16][C:15]([C:18]([F:21])([F:20])[F:19])=[CH:14][CH:13]=2)=[CH:6][C:7]=1[CH2:8][OH:10])[CH3:22])([CH3:26])[CH3:25]. (3) Given the reactants [H][H].[CH:3]1([P:9]([CH:21]2[CH2:26][CH2:25][CH2:24][CH2:23][CH2:22]2)([CH:11]2[CH2:16][CH2:15][CH2:14][CH:13]([S:17]([O-:20])(=[O:19])=[O:18])[CH2:12]2)=[O:10])[CH2:8][CH2:7][CH2:6][CH2:5][CH2:4]1.[Na+:27].C1(P(C2CCCCC2)(C2CCCC(S(OCC)(=O)=O)C2)=O)CCCCC1, predict the reaction product. The product is: [C:21]1([P:9]([C:3]2[CH:4]=[CH:5][CH:6]=[CH:7][CH:8]=2)([C:11]2[CH:12]=[C:13]([S:17]([O-:20])(=[O:19])=[O:18])[CH:14]=[CH:15][CH:16]=2)=[O:10])[CH:22]=[CH:23][CH:24]=[CH:25][CH:26]=1.[Na+:27].